Dataset: Reaction yield outcomes from USPTO patents with 853,638 reactions. Task: Predict the reaction yield, written as a fraction of the theoretical maximum amount of product (1.0 means a 100% yield; for example, 0.34 means a 34% yield). (1) The reactants are [O:1]1[CH2:6][CH2:5][N:4]([CH2:7][CH2:8][O:9][C:10]2[CH:15]=[CH:14][C:13]([C:16]3[CH:17]=[CH:18][C:19]([CH2:22][C:23]#N)=[N:20][CH:21]=3)=[CH:12][CH:11]=2)[CH2:3][CH2:2]1.OS(O)(=O)=O.[O-:30]S([O-])(=O)=O.[Mg+2].[C:36]([O-])([O-])=[O:37].[K+].[K+]. The catalyst is O.C(Cl)Cl.CO. The product is [O:1]1[CH2:6][CH2:5][N:4]([CH2:7][CH2:8][O:9][C:10]2[CH:15]=[CH:14][C:13]([C:16]3[CH:17]=[CH:18][C:19]([CH2:22][C:23]([O:37][CH3:36])=[O:30])=[N:20][CH:21]=3)=[CH:12][CH:11]=2)[CH2:3][CH2:2]1. The yield is 0.820. (2) The reactants are [H-].[Na+].[NH:3]1[C:7]2[CH:8]=[CH:9][CH:10]=[CH:11][C:6]=2[N:5]=[N:4]1.I[CH2:13][CH2:14][CH2:15][CH2:16][CH2:17][CH2:18][CH2:19][CH3:20].[OH-].[Na+]. The catalyst is CN(C)C=O. The product is [CH2:13]([N:4]1[N:5]=[C:6]2[CH:11]=[CH:10][CH:9]=[CH:8][C:7]2=[N:3]1)[CH2:14][CH2:15][CH2:16][CH2:17][CH2:18][CH2:19][CH3:20]. The yield is 0.350. (3) The reactants are [NH2:1][C:2]1[C:3]([NH:9][C:10]([CH3:17])([CH3:16])[CH2:11][O:12][C:13](=[O:15])[CH3:14])=[CH:4][C:5]([Br:8])=[N:6][CH:7]=1.C(N(CC)CC)C.Cl[C:26]([CH2:28][O:29][C:30](=[O:32])[CH3:31])=[O:27]. The catalyst is O1CCCC1.O. The product is [C:30]([O:29][CH2:28][C:26]([NH:1][C:2]1[C:3]([NH:9][C:10]([CH3:17])([CH3:16])[CH2:11][O:12][C:13](=[O:15])[CH3:14])=[CH:4][C:5]([Br:8])=[N:6][CH:7]=1)=[O:27])(=[O:32])[CH3:31]. The yield is 0.530. (4) The reactants are [N+:1]([C:4]1[CH:9]=[CH:8][CH:7]=[CH:6][C:5]=1[S:10](Cl)(=[O:12])=[O:11])([O-:3])=[O:2].[OH-].[Na+].[NH2:16][CH:17]([C:22]([OH:24])=[O:23])[CH2:18][CH:19]([CH3:21])[CH3:20]. The catalyst is O. The product is [CH3:20][CH:19]([CH3:21])[CH2:18][CH:17]([NH:16][S:10]([C:5]1[CH:6]=[CH:7][CH:8]=[CH:9][C:4]=1[N+:1]([O-:3])=[O:2])(=[O:12])=[O:11])[C:22]([OH:24])=[O:23]. The yield is 0.420.